The task is: Predict which catalyst facilitates the given reaction.. This data is from Catalyst prediction with 721,799 reactions and 888 catalyst types from USPTO. (1) Reactant: Br[CH2:2][C:3]([C:5]1[N:9]2[CH:10]=[CH:11][C:12]([CH3:14])=[CH:13][C:8]2=[N:7][C:6]=1[CH3:15])=O.Br.[CH:17]([O:20][C:21]1[CH:29]=[CH:28][C:24]([C:25]([NH2:27])=[O:26])=[CH:23][C:22]=1[NH:30][C:31]([NH2:33])=[S:32])([CH3:19])[CH3:18].N.CO. Product: [CH3:15][C:6]1[N:7]=[C:8]2[CH:13]=[C:12]([CH3:14])[CH:11]=[CH:10][N:9]2[C:5]=1[C:3]1[N:33]=[C:31]([NH:30][C:22]2[CH:23]=[C:24]([CH:28]=[CH:29][C:21]=2[O:20][CH:17]([CH3:19])[CH3:18])[C:25]([NH2:27])=[O:26])[S:32][CH:2]=1. The catalyst class is: 14. (2) Reactant: [C:1]1([N:7]2[C:11]3[CH:12]=[CH:13][CH:14]=[CH:15][C:10]=3[N:9]=[C:8]2[C@@H:16]([NH2:18])[CH3:17])[CH:6]=[CH:5][CH:4]=[CH:3][CH:2]=1.Cl[C:20]1[N:21]=[CH:22][C:23]2[N:28]([CH3:29])[N:27]=[CH:26][C:24]=2[N:25]=1.CN(C(C)C)C(C)C. Product: [CH3:29][N:28]1[C:23]2[CH:22]=[N:21][C:20]([NH:18][C@H:16]([C:8]3[N:7]([C:1]4[CH:2]=[CH:3][CH:4]=[CH:5][CH:6]=4)[C:11]4[CH:12]=[CH:13][CH:14]=[CH:15][C:10]=4[N:9]=3)[CH3:17])=[N:25][C:24]=2[CH:26]=[N:27]1. The catalyst class is: 51. (3) Reactant: [CH2:1]([O:3][C:4]([C:6]1[CH:7]=[N:8][N:9]([C:15]2[N:20]=[C:19]([C:21]3[CH:47]=[CH:46][CH:45]=[C:44]([F:48])[C:22]=3[O:23][CH2:24][C:25]3[CH:30]=[CH:29][C:28]([CH:31]4[CH2:36][CH2:35][N:34](C(OC(C)(C)C)=O)[CH2:33][CH2:32]4)=[CH:27][CH:26]=3)[CH:18]=[CH:17][CH:16]=2)[C:10]=1[C:11]([F:14])([F:13])[F:12])=[O:5])[CH3:2]. Product: [F:48][C:44]1[C:22]([O:23][CH2:24][C:25]2[CH:26]=[CH:27][C:28]([CH:31]3[CH2:36][CH2:35][NH:34][CH2:33][CH2:32]3)=[CH:29][CH:30]=2)=[C:21]([C:19]2[N:20]=[C:15]([N:9]3[C:10]([C:11]([F:13])([F:14])[F:12])=[C:6]([C:4]([O:3][CH2:1][CH3:2])=[O:5])[CH:7]=[N:8]3)[CH:16]=[CH:17][CH:18]=2)[CH:47]=[CH:46][CH:45]=1. The catalyst class is: 86. (4) Reactant: C[Si]([N-][Si](C)(C)C)(C)C.[Li+].C[Si](C)(C)[CH2:13][C:14]([O:16][CH3:17])=[O:15].[CH2:20]([O:27][C:28]1[CH:29]=[C:30]2[C:34](=[CH:35][CH:36]=1)[C:33](=O)[CH2:32][CH2:31]2)[C:21]1[CH:26]=[CH:25][CH:24]=[CH:23][CH:22]=1.CCOC(C)=O. Product: [CH2:20]([O:27][C:28]1[CH:29]=[C:30]2[C:34](=[CH:35][CH:36]=1)[C:33](=[CH:13][C:14]([O:16][CH3:17])=[O:15])[CH2:32][CH2:31]2)[C:21]1[CH:22]=[CH:23][CH:24]=[CH:25][CH:26]=1. The catalyst class is: 1.